From a dataset of Reaction yield outcomes from USPTO patents with 853,638 reactions. Predict the reaction yield, written as a fraction of the theoretical maximum amount of product (1.0 means a 100% yield; for example, 0.34 means a 34% yield). (1) The reactants are [Cl:1][C:2]1[CH:11]=[CH:10][C:5]([C:6]([NH:8][CH3:9])=[O:7])=[CH:4][CH:3]=1.C([Li])CCC.CN([CH:25]=[O:26])C1C=CC=CC=1.Cl. The catalyst is C1COCC1.O. The product is [CH:25]([C:4]1[CH:3]=[C:2]([Cl:1])[CH:11]=[CH:10][C:5]=1[C:6]([NH:8][CH3:9])=[O:7])=[O:26]. The yield is 0.590. (2) The reactants are [NH2:1][C:2]1[N:7]([CH2:8][CH2:9][CH2:10][CH2:11][CH3:12])[C:6](=[O:13])[N:5]([CH3:14])[C:4](=[O:15])[C:3]=1[N:16]=O.[F:18][C:19]([F:30])([F:29])[C:20](O[C:20](=O)[C:19]([F:30])([F:29])[F:18])=O.C1COCC1.[OH-].[Na+]. The catalyst is C(Cl)Cl. The product is [CH3:14][N:5]1[C:4](=[O:15])[C:3]2[NH:16][C:20]([C:19]([F:30])([F:29])[F:18])=[N:1][C:2]=2[N:7]([CH2:8][CH2:9][CH2:10][CH2:11][CH3:12])[C:6]1=[O:13]. The yield is 0.190. (3) The reactants are [Cl:1][C:2]1[CH:7]=[CH:6][CH:5]=[CH:4][C:3]=1[CH:8]=[CH:9][C:10]([NH:12][C@H:13]([C:24]([O:26]C)=[O:25])[CH2:14][C:15]1[C:23]2[C:18](=[CH:19][CH:20]=[CH:21][CH:22]=2)[NH:17][CH:16]=1)=[O:11].[OH-].[Na+]. The catalyst is CO. The product is [Cl:1][C:2]1[CH:7]=[CH:6][CH:5]=[CH:4][C:3]=1[CH:8]=[CH:9][C:10]([NH:12][C@H:13]([C:24]([OH:26])=[O:25])[CH2:14][C:15]1[C:23]2[C:18](=[CH:19][CH:20]=[CH:21][CH:22]=2)[NH:17][CH:16]=1)=[O:11]. The yield is 0.850. (4) The reactants are Cl[C:2]1[C:7]([C:8]#[N:9])=[C:6]([C:10]2[CH:15]=[CH:14][CH:13]=[C:12]([O:16][CH3:17])[CH:11]=2)[N:5]=[C:4]([NH:18][CH:19]2[CH2:21][CH2:20]2)[N:3]=1.[SH:22][CH2:23][C:24]([NH2:26])=[O:25].C(=O)([O-])[O-].[K+].[K+].CC[O-].[Na+]. The catalyst is CCO. The product is [NH2:9][C:8]1[C:7]2[C:6]([C:10]3[CH:15]=[CH:14][CH:13]=[C:12]([O:16][CH3:17])[CH:11]=3)=[N:5][C:4]([NH:18][CH:19]3[CH2:21][CH2:20]3)=[N:3][C:2]=2[S:22][C:23]=1[C:24]([NH2:26])=[O:25]. The yield is 0.430. (5) The reactants are Cl[CH2:2][CH2:3][S:4](Cl)(=[O:6])=[O:5].[NH2:8][C:9]1[CH:14]=[CH:13][C:12]([CH2:15][CH2:16][CH2:17][CH2:18][C:19]2[CH:24]=[CH:23][C:22]([CH2:25][C:26]([O:28][CH3:29])=[O:27])=[CH:21][CH:20]=2)=[CH:11][CH:10]=1.CCN(CC)CC. The catalyst is C(Cl)Cl. The product is [CH:3]([S:4]([NH:8][C:9]1[CH:14]=[CH:13][C:12]([CH2:15][CH2:16][CH2:17][CH2:18][C:19]2[CH:20]=[CH:21][C:22]([CH2:25][C:26]([O:28][CH3:29])=[O:27])=[CH:23][CH:24]=2)=[CH:11][CH:10]=1)(=[O:6])=[O:5])=[CH2:2]. The yield is 0.750. (6) The reactants are [CH3:1][C:2]([CH3:32])([CH3:31])[C:3](=[O:30])[CH2:4][O:5][C:6]1[CH:11]=[CH:10][C:9]([C:12]([C:17]2[S:21][C:20]3[CH:22]=[CH:23][C:24]([C:26]([OH:28])=[O:27])=[CH:25][C:19]=3[CH:18]=2)([CH2:15][CH3:16])[CH2:13][CH3:14])=[CH:8][C:7]=1[CH3:29].[BH4-].[Na+]. No catalyst specified. The product is [CH2:13]([C:12]([C:17]1[S:21][C:20]2[CH:22]=[CH:23][C:24]([C:26]([OH:28])=[O:27])=[CH:25][C:19]=2[CH:18]=1)([C:9]1[CH:10]=[CH:11][C:6]([O:5][CH2:4][CH:3]([OH:30])[C:2]([CH3:31])([CH3:32])[CH3:1])=[C:7]([CH3:29])[CH:8]=1)[CH2:15][CH3:16])[CH3:14]. The yield is 0.920. (7) The reactants are [CH:1]1([C:11]([OH:13])=[O:12])[C:10]2[C:5](=[CH:6][CH:7]=[CH:8][CH:9]=2)[CH2:4][CH2:3][NH:2]1.[C:14]([O:18][C:19](O[C:19]([O:18][C:14]([CH3:17])([CH3:16])[CH3:15])=[O:20])=[O:20])([CH3:17])([CH3:16])[CH3:15].C(N(CC)CC)C.Cl. The catalyst is C(Cl)Cl. The product is [C:14]([O:18][C:19]([N:2]1[CH2:3][CH2:4][C:5]2[C:10](=[CH:9][CH:8]=[CH:7][CH:6]=2)[CH:1]1[C:11]([OH:13])=[O:12])=[O:20])([CH3:17])([CH3:16])[CH3:15]. The yield is 1.00.